Dataset: Catalyst prediction with 721,799 reactions and 888 catalyst types from USPTO. Task: Predict which catalyst facilitates the given reaction. (1) Reactant: C([O:8][C:9]1[CH:10]=[CH:11][C:12]([C@@H:20]([O:62][Si:63]([C:66]([CH3:69])([CH3:68])[CH3:67])([CH3:65])[CH3:64])[CH2:21][N:22]([C:55]([O:57][C:58]([CH3:61])([CH3:60])[CH3:59])=[O:56])[CH2:23][CH2:24][CH2:25][CH2:26][NH:27][C:28]([C:30]2[CH:31]=[C:32]([C:36]([OH:54])([C:48]3[CH:53]=[CH:52][CH:51]=[CH:50][CH:49]=3)[C:37]([O:39][C@@H:40]3[CH:45]4[CH2:46][CH2:47][N:42]([CH2:43][CH2:44]4)[CH2:41]3)=[O:38])[CH:33]=[CH:34][CH:35]=2)=[O:29])=[C:13]2[C:18]=1[NH:17][C:16](=[O:19])[CH:15]=[CH:14]2)C1C=CC=CC=1.C(O)=O. Product: [CH:37]([OH:39])=[O:38].[C:58]([O:57][C:55]([N:22]([CH2:21][C@H:20]([O:62][Si:63]([C:66]([CH3:69])([CH3:68])[CH3:67])([CH3:64])[CH3:65])[C:12]1[CH:11]=[CH:10][C:9]([OH:8])=[C:18]2[C:13]=1[CH:14]=[CH:15][C:16](=[O:19])[NH:17]2)[CH2:23][CH2:24][CH2:25][CH2:26][NH:27][C:28]([C:30]1[CH:31]=[C:32]([C:36]([OH:54])([C:48]2[CH:49]=[CH:50][CH:51]=[CH:52][CH:53]=2)[C:37]([O:39][C@@H:40]2[CH:45]3[CH2:44][CH2:43][N:42]([CH2:47][CH2:46]3)[CH2:41]2)=[O:38])[CH:33]=[CH:34][CH:35]=1)=[O:29])=[O:56])([CH3:59])([CH3:61])[CH3:60]. The catalyst class is: 19. (2) Reactant: [F:1][C:2]1[CH:3]=[C:4]([CH:7]=[CH:8][C:9]=1[NH:10][CH2:11][CH2:12][CH2:13][N:14]1[CH2:18][CH2:17][CH2:16][CH2:15]1)[CH:5]=O.[NH:19]1[CH2:24][CH2:23][CH:22]([NH:25][C:26]([C:28]2[O:29][C:30]3[C:35]([C:36](=[O:38])[CH:37]=2)=[CH:34][CH:33]=[C:32]([F:39])[CH:31]=3)=[O:27])[CH2:21][CH2:20]1.C(O[BH-](OC(=O)C)OC(=O)C)(=O)C.[Na+].C1COCC1. Product: [F:39][C:32]1[CH:31]=[C:30]2[C:35]([C:36](=[O:38])[CH:37]=[C:28]([C:26]([NH:25][CH:22]3[CH2:23][CH2:24][N:19]([CH2:5][C:4]4[CH:7]=[CH:8][C:9]([NH:10][CH2:11][CH2:12][CH2:13][N:14]5[CH2:18][CH2:17][CH2:16][CH2:15]5)=[C:2]([F:1])[CH:3]=4)[CH2:20][CH2:21]3)=[O:27])[O:29]2)=[CH:34][CH:33]=1. The catalyst class is: 15. (3) Reactant: [CH2:1]([P:3]([O-:9])[O:4][CH2:5][CH2:6][CH2:7][CH3:8])[CH3:2].[C:10](#[N:13])[CH:11]=[CH2:12]. Product: [CH2:1]([P:3]([CH2:12][CH2:11][C:10]#[N:13])(=[O:9])[O:4][CH2:5][CH2:6][CH2:7][CH3:8])[CH3:2]. The catalyst class is: 11. (4) Reactant: [CH:1]1[C:2]([CH2:10][C@@H:11]([NH2:28])[CH2:12][C:13]([N:15]2[CH2:27][C:19]3=[N:20][N:21]=[C:22]([C:23]([F:26])([F:25])[F:24])[N:18]3[CH2:17][CH2:16]2)=[O:14])=[C:3]([F:9])[CH:4]=[C:5]([F:8])[C:6]=1[F:7].[C:29]([OH:34])(=[O:33])[CH:30]([CH3:32])[OH:31]. Product: [CH:1]1[C:2]([CH2:10][C@@H:11]([NH2:28])[CH2:12][C:13]([N:15]2[CH2:27][C:19]3=[N:20][N:21]=[C:22]([C:23]([F:26])([F:25])[F:24])[N:18]3[CH2:17][CH2:16]2)=[O:14])=[C:3]([F:9])[CH:4]=[C:5]([F:8])[C:6]=1[F:7].[C:29]([O-:34])(=[O:33])[CH:30]([CH3:32])[OH:31]. The catalyst class is: 32. (5) Reactant: FC(F)(F)C(O)=O.[CH:8]([N:11]1[C:15]([C:16]2[N:25]=[C:24]3[N:18]([CH2:19][CH2:20][O:21][C:22]4[CH:29]=[CH:28][C:27]([CH2:30][C:31](O)=[O:32])=[CH:26][C:23]=43)[CH:17]=2)=[N:14][CH:13]=[N:12]1)([CH3:10])[CH3:9].CN(C(ON1N=NC2C=CC=NC1=2)=[N+](C)C)C.F[P-](F)(F)(F)(F)F.CCN(CC)CC.[CH2:65]([NH2:72])[C:66]1[CH:71]=[CH:70][CH:69]=[CH:68][CH:67]=1. Product: [CH2:65]([NH:72][C:31](=[O:32])[CH2:30][C:27]1[CH:28]=[CH:29][C:22]2[O:21][CH2:20][CH2:19][N:18]3[CH:17]=[C:16]([C:15]4[N:11]([CH:8]([CH3:9])[CH3:10])[N:12]=[CH:13][N:14]=4)[N:25]=[C:24]3[C:23]=2[CH:26]=1)[C:66]1[CH:71]=[CH:70][CH:69]=[CH:68][CH:67]=1. The catalyst class is: 3.